From a dataset of Catalyst prediction with 721,799 reactions and 888 catalyst types from USPTO. Predict which catalyst facilitates the given reaction. (1) Reactant: [CH2:1]1[CH2:9][O:8][C:7]2[C:3](=[CH:4][S:5][CH:6]=2)[O:2]1.C([Li])CCC.[CH2:15]([Sn:19](Cl)([CH2:24][CH2:25][CH2:26][CH3:27])[CH2:20][CH2:21][CH2:22][CH3:23])[CH2:16][CH2:17][CH3:18].O. Product: [CH2:24]([Sn:19]([CH2:15][CH2:16][CH2:17][CH3:18])([CH2:20][CH2:21][CH2:22][CH3:23])[C:4]1[S:5][CH:6]=[C:7]2[O:8][CH2:9][CH2:1][O:2][C:3]=12)[CH2:25][CH2:26][CH3:27]. The catalyst class is: 1. (2) Reactant: [C:1]([O:5][C:6]([CH:8]1[CH2:13][CH2:12][N:11]([C:14]2[C:22]([C:23]#[N:24])=[CH:21][C:17]([C:18](O)=[O:19])=[C:16]([CH2:25][N:26]3[CH2:30][CH2:29][CH2:28][C:27]3=[O:31])[N:15]=2)[CH2:10][CH2:9]1)=[O:7])([CH3:4])([CH3:3])[CH3:2].C(Cl)(=O)C([Cl:35])=O. Product: [Cl:35][C:18]([C:17]1[CH:21]=[C:22]([C:23]#[N:24])[C:14]([N:11]2[CH2:12][CH2:13][CH:8]([C:6]([O:5][C:1]([CH3:4])([CH3:3])[CH3:2])=[O:7])[CH2:9][CH2:10]2)=[N:15][C:16]=1[CH2:25][N:26]1[CH2:30][CH2:29][CH2:28][C:27]1=[O:31])=[O:19]. The catalyst class is: 59. (3) Reactant: [OH:1][CH2:2][C:3]1[O:9][C:6]([CH:7]=[O:8])=[CH:5][CH:4]=1.[H][H].O[CH2:13][C:14]1OC(CO)=CC=1.[CH2:21](O)[CH3:22]. Product: [CH2:13]([O:8][CH2:7][C:6]1[O:9][C:3]([CH2:2][O:1][CH2:21][CH3:22])=[CH:4][CH:5]=1)[CH3:14]. The catalyst class is: 553. (4) Reactant: [OH:1][C:2]1[CH:3]=[C:4]2[C:8](=[CH:9][CH:10]=1)[N:7]([CH2:11][C:12]1[CH:13]=[C:14]([CH:19]=[CH:20][CH:21]=1)[C:15]([O:17][CH3:18])=[O:16])[CH:6]=[CH:5]2.C(=O)([O-])[O-].[Cs+].[Cs+].Cl[CH2:29][C:30]1[C:31]([CH2:38][O:39][C:40]([CH3:43])([CH3:42])[CH3:41])=[N:32][O:33][C:34]=1[CH:35]([CH3:37])[CH3:36].O.[Cl-].[Na+].O. Product: [CH3:43][C:40]([O:39][CH2:38][C:31]1[C:30]([CH2:29][O:1][C:2]2[CH:3]=[C:4]3[C:8](=[CH:9][CH:10]=2)[N:7]([CH2:11][C:12]2[CH:13]=[C:14]([CH:19]=[CH:20][CH:21]=2)[C:15]([O:17][CH3:18])=[O:16])[CH:6]=[CH:5]3)=[C:34]([CH:35]([CH3:37])[CH3:36])[O:33][N:32]=1)([CH3:41])[CH3:42]. The catalyst class is: 9. (5) Product: [NH2:14][C:15]1[CH:16]=[C:17]([C:21]2[CH:26]=[CH:25][C:24]([C:27]([N:4]3[CH2:5][CH2:6][N:1]([C:7]([O:9][C:10]([CH3:13])([CH3:12])[CH3:11])=[O:8])[CH2:2][CH2:3]3)=[O:28])=[CH:23][CH:22]=2)[CH:18]=[CH:19][CH:20]=1. Reactant: [N:1]1([C:7]([O:9][C:10]([CH3:13])([CH3:12])[CH3:11])=[O:8])[CH2:6][CH2:5][NH:4][CH2:3][CH2:2]1.[NH2:14][C:15]1[CH:16]=[C:17]([C:21]2[CH:26]=[CH:25][C:24]([C:27](O)=[O:28])=[CH:23][CH:22]=2)[CH:18]=[CH:19][CH:20]=1.CCN(C(C)C)C(C)C.CN(C(ON1N=NC2C=CC=CC1=2)=[N+](C)C)C.F[P-](F)(F)(F)(F)F. The catalyst class is: 18.